From a dataset of Clinical trial toxicity outcomes and FDA approval status for drugs. Regression/Classification. Given a drug SMILES string, predict its toxicity properties. Task type varies by dataset: regression for continuous values (e.g., LD50, hERG inhibition percentage) or binary classification for toxic/non-toxic outcomes (e.g., AMES mutagenicity, cardiotoxicity, hepatotoxicity). Dataset: clintox. The molecule is CC[NH2+][C@@H]1C[C@H]([NH3+])[C@@H](O[C@H]2OC(C[NH3+])=CC[C@H]2[NH3+])[C@H](O)[C@H]1O[C@H]1OC[C@](C)(O)[C@H]([NH2+]C)[C@H]1O. The result is 0 (passed clinical trial).